From a dataset of NCI-60 drug combinations with 297,098 pairs across 59 cell lines. Regression. Given two drug SMILES strings and cell line genomic features, predict the synergy score measuring deviation from expected non-interaction effect. Drug 1: C1=CC(=CC=C1CCC2=CNC3=C2C(=O)NC(=N3)N)C(=O)NC(CCC(=O)O)C(=O)O. Drug 2: CN1C(=O)N2C=NC(=C2N=N1)C(=O)N. Cell line: NCI-H226. Synergy scores: CSS=11.3, Synergy_ZIP=1.81, Synergy_Bliss=5.16, Synergy_Loewe=0.370, Synergy_HSA=3.90.